From a dataset of Catalyst prediction with 721,799 reactions and 888 catalyst types from USPTO. Predict which catalyst facilitates the given reaction. (1) Reactant: [CH:1]([N-]C(C)C)(C)C.[Li+].[CH3:9][O:10][C:11]([CH:13]1[CH2:18][CH2:17][CH:16]([C:19]([OH:21])=[O:20])[CH2:15][CH2:14]1)=[O:12].IC.Cl. Product: [CH3:9][O:10][C:11]([C:13]1([CH3:1])[CH2:18][CH2:17][CH:16]([C:19]([OH:21])=[O:20])[CH2:15][CH2:14]1)=[O:12]. The catalyst class is: 7. (2) Reactant: Br[CH:2]([CH3:12])[C:3]([C:5]1[CH:10]=[CH:9][CH:8]=[C:7]([Cl:11])[CH:6]=1)=[O:4].[C:13]([NH2:17])([CH3:16])([CH3:15])[CH3:14].CCCCCC.C(OCC)(=O)C. Product: [C:13]([NH:17][CH:2]([CH3:12])[C:3]([C:5]1[CH:10]=[CH:9][CH:8]=[C:7]([Cl:11])[CH:6]=1)=[O:4])([CH3:16])([CH3:15])[CH3:14]. The catalyst class is: 10. (3) Reactant: [CH2:1]1[C@H:6](N)[C@@H:5](O[C@H]2O[C@H](CN)[C@@H](O)[C@H](O)[C@H]2O)[C@H:4](O)[C@@H:3](O[C@H]2O[C@H](CO)[C@@H](O)[C@H](N)[C@H]2O)[C@@H:2]1N.C[C@@H]1[O:39][C@@H:38]([O:40][C@H]2[C@H](O)[C@@H](O)[C@H](NC(N)=N)[C@@H](O)[C@@H]2NC(N)=N)[C@H:37]([O:58][C@@H]2O[C@@H](CO)[C@H](O)[C@@H](O)[C@@H]2NC)[C@@]1(O)C=O.CC(S[C@@H]1O[C@H](CO)[C@H](O)[C@H](O)[C@H]1O)C.C1(C(O)CO)C=CC=CC=1.FC(F)(F)C(O)=O. Product: [C:38]([OH:40])(=[O:39])[CH:37]([C:6]1[CH:5]=[CH:4][CH:3]=[CH:2][CH:1]=1)[OH:58]. The catalyst class is: 192. (4) Reactant: [F:1][C:2]([F:41])([F:40])[C:3]1[CH:4]=[C:5]([C:13]([CH3:39])([CH3:38])[C:14]([N:16]([C:18]2[C:19]([C:30]3[CH:35]=[CH:34][C:33]([F:36])=[CH:32][C:31]=3[CH3:37])=[CH:20][C:21]([C:24]3[CH2:25][CH2:26][NH:27][CH2:28][CH:29]=3)=[N:22][CH:23]=2)[CH3:17])=[O:15])[CH:6]=[C:7]([C:9]([F:12])([F:11])[F:10])[CH:8]=1.C(N(CC)CC)C.[CH3:49][S:50](Cl)(=[O:52])=[O:51]. Product: [F:41][C:2]([F:1])([F:40])[C:3]1[CH:4]=[C:5]([C:13]([CH3:38])([CH3:39])[C:14]([N:16]([C:18]2[C:19]([C:30]3[CH:35]=[CH:34][C:33]([F:36])=[CH:32][C:31]=3[CH3:37])=[CH:20][C:21]([C:24]3[CH2:25][CH2:26][N:27]([S:50]([CH3:49])(=[O:52])=[O:51])[CH2:28][CH:29]=3)=[N:22][CH:23]=2)[CH3:17])=[O:15])[CH:6]=[C:7]([C:9]([F:12])([F:10])[F:11])[CH:8]=1. The catalyst class is: 4. (5) Reactant: [F:1][C:2]1[CH:7]=[CH:6][C:5]([C:8]2[O:9][C:10]3[CH:20]=[C:19]([N:21]([CH3:26])[S:22]([CH3:25])(=[O:24])=[O:23])[C:18]([C:27]4[CH:32]=[CH:31][C:30]([O:33][CH3:34])=[C:29]([C:35]5[O:36][C:37]6[CH:43]=[C:42](I)[CH:41]=[CH:40][C:38]=6[N:39]=5)[CH:28]=4)=[CH:17][C:11]=3[C:12]=2[C:13]([NH:15][CH3:16])=[O:14])=[CH:4][CH:3]=1.[N:45]1[CH:50]=[C:49](B(O)O)[CH:48]=[N:47][CH:46]=1.[O-]P([O-])([O-])=O.[K+].[K+].[K+]. Product: [F:1][C:2]1[CH:7]=[CH:6][C:5]([C:8]2[O:9][C:10]3[CH:20]=[C:19]([N:21]([CH3:26])[S:22]([CH3:25])(=[O:24])=[O:23])[C:18]([C:27]4[CH:32]=[CH:31][C:30]([O:33][CH3:34])=[C:29]([C:35]5[O:36][C:37]6[CH:43]=[C:42]([C:49]7[CH:50]=[N:45][CH:46]=[N:47][CH:48]=7)[CH:41]=[CH:40][C:38]=6[N:39]=5)[CH:28]=4)=[CH:17][C:11]=3[C:12]=2[C:13]([NH:15][CH3:16])=[O:14])=[CH:4][CH:3]=1. The catalyst class is: 151. (6) Reactant: I[C:2]1[N:6]2[CH:7]=[C:8]([C:11]3[CH:16]=[CH:15][C:14]([C:17]([N:19]4[CH2:24][CH2:23][N:22]([CH3:25])[CH2:21][CH2:20]4)=[O:18])=[CH:13][CH:12]=3)[N:9]=[CH:10][C:5]2=[N:4][CH:3]=1.[C:26]1([C:32]#[CH:33])[CH:31]=[CH:30][CH:29]=[CH:28][CH:27]=1.C(N(CC)CC)C. Product: [CH3:25][N:22]1[CH2:21][CH2:20][N:19]([C:17]([C:14]2[CH:13]=[CH:12][C:11]([C:8]3[N:9]=[CH:10][C:5]4[N:6]([C:2]([C:33]#[C:32][C:26]5[CH:31]=[CH:30][CH:29]=[CH:28][CH:27]=5)=[CH:3][N:4]=4)[CH:7]=3)=[CH:16][CH:15]=2)=[O:18])[CH2:24][CH2:23]1. The catalyst class is: 356.